Dataset: Full USPTO retrosynthesis dataset with 1.9M reactions from patents (1976-2016). Task: Predict the reactants needed to synthesize the given product. (1) Given the product [CH3:13][O:12][C:10](=[O:11])[CH:9]([C:4]1[CH:5]=[CH:6][CH:7]=[CH:8][C:3]=1[C:1]#[C:2][C:27]1[C:28]([C:29]([F:30])([F:31])[F:32])=[CH:23][N:24]=[C:25]([NH:33][C:34]2[CH:39]=[CH:38][C:37]([CH:40]3[CH2:41][CH2:42][N:43]([C:46]([O:48][C:49]([CH3:52])([CH3:51])[CH3:50])=[O:47])[CH2:44][CH2:45]3)=[CH:36][CH:35]=2)[N:26]=1)[CH3:14], predict the reactants needed to synthesize it. The reactants are: [C:1]([C:3]1[CH:8]=[CH:7][CH:6]=[CH:5][C:4]=1[CH:9]([CH3:14])[C:10]([O:12][CH3:13])=[O:11])#[CH:2].C(N(CC)CC)C.Cl[C:23]1[C:28]([C:29]([F:32])([F:31])[F:30])=[CH:27][N:26]=[C:25]([NH:33][C:34]2[CH:39]=[CH:38][C:37]([CH:40]3[CH2:45][CH2:44][N:43]([C:46]([O:48][C:49]([CH3:52])([CH3:51])[CH3:50])=[O:47])[CH2:42][CH2:41]3)=[CH:36][CH:35]=2)[N:24]=1.C1(P(C2C=CC=CC=2)C2C=CC=CC=2)C=CC=CC=1. (2) Given the product [Cl:21][C:22]1[CH:27]=[CH:26][C:25]([F:28])=[CH:24][C:23]=1[N:29]1[CH2:30][CH2:31][N:32]([C:2]2[S:3][C:4]([C:7]3[N:8]=[N:9][N:10]([CH2:12][C:13]([O:15][C:16]([CH3:19])([CH3:18])[CH3:17])=[O:14])[N:11]=3)=[CH:5][N:6]=2)[CH2:33][CH2:34]1, predict the reactants needed to synthesize it. The reactants are: Br[C:2]1[S:3][C:4]([C:7]2[N:8]=[N:9][N:10]([CH2:12][C:13]([O:15][C:16]([CH3:19])([CH3:18])[CH3:17])=[O:14])[N:11]=2)=[CH:5][N:6]=1.Cl.[Cl:21][C:22]1[CH:27]=[CH:26][C:25]([F:28])=[CH:24][C:23]=1[N:29]1[CH2:34][CH2:33][NH:32][CH2:31][CH2:30]1.CN1C(=O)CCC1.C1CCN2C(=NCCC2)CC1.